This data is from Full USPTO retrosynthesis dataset with 1.9M reactions from patents (1976-2016). The task is: Predict the reactants needed to synthesize the given product. Given the product [CH3:13][C:12]1([CH3:14])[C:11](=[O:15])[N:10]([C:16]2[CH:23]=[CH:22][C:19]([C:20]#[N:21])=[C:18]([C:24]([F:26])([F:27])[F:25])[CH:17]=2)[C:9](=[S:28])[N:8]1[C:5]1[CH:4]=[CH:3][C:2]([O:1][CH:31]2[CH2:32][O:29][CH2:30]2)=[CH:7][CH:6]=1, predict the reactants needed to synthesize it. The reactants are: [OH:1][C:2]1[CH:7]=[CH:6][C:5]([N:8]2[C:12]([CH3:14])([CH3:13])[C:11](=[O:15])[N:10]([C:16]3[CH:23]=[CH:22][C:19]([C:20]#[N:21])=[C:18]([C:24]([F:27])([F:26])[F:25])[CH:17]=3)[C:9]2=[S:28])=[CH:4][CH:3]=1.[O:29]1[CH2:32][CH:31](OS(C2C=CC(C)=CC=2)(=O)=O)[CH2:30]1.C(=O)([O-])[O-].[K+].[K+].O.